This data is from Forward reaction prediction with 1.9M reactions from USPTO patents (1976-2016). The task is: Predict the product of the given reaction. (1) Given the reactants [C:1]([N:4]1[CH2:9][CH2:8][NH:7][CH2:6][CH2:5]1)(=[O:3])[CH3:2].[CH:10]12[CH2:19][CH:14]3[CH2:15][CH:16]([CH2:18][CH:12]([CH2:13]3)[CH:11]1[NH:20][C:21]([C:23]1[C:24]([S:30][CH2:31][CH2:32][CH3:33])=[N:25][C:26](Cl)=[N:27][CH:28]=1)=[O:22])[CH2:17]2, predict the reaction product. The product is: [C:1]([N:4]1[CH2:9][CH2:8][N:7]([C:26]2[N:25]=[C:24]([S:30][CH2:31][CH2:32][CH3:33])[C:23]([C:21]([NH:20][CH:11]3[CH:10]4[CH2:19][CH:14]5[CH2:15][CH:16]([CH2:18][CH:12]3[CH2:13]5)[CH2:17]4)=[O:22])=[CH:28][N:27]=2)[CH2:6][CH2:5]1)(=[O:3])[CH3:2]. (2) Given the reactants [CH3:1][C:2]1([N:12]2[CH2:17][CH2:16][CH:15]([N:18]3[C:26]4[C:21](=[CH:22][CH:23]=[CH:24][CH:25]=4)[CH:20]([CH2:27][C:28]([O:30][CH3:31])=[O:29])[C:19]3=[O:32])[CH2:14][CH2:13]2)[C:11]2[C:6](=[CH:7][CH:8]=[CH:9][CH:10]=2)[CH2:5][CH2:4][CH2:3]1.[C:33](=O)([O-])[O-].[Cs+].[Cs+].IC, predict the reaction product. The product is: [CH3:33][C:20]1([CH2:27][C:28]([O:30][CH3:31])=[O:29])[C:21]2[C:26](=[CH:25][CH:24]=[CH:23][CH:22]=2)[N:18]([CH:15]2[CH2:16][CH2:17][N:12]([C:2]3([CH3:1])[C:11]4[C:6](=[CH:7][CH:8]=[CH:9][CH:10]=4)[CH2:5][CH2:4][CH2:3]3)[CH2:13][CH2:14]2)[C:19]1=[O:32]. (3) Given the reactants [NH2:1][C:2]1[CH:3]=[C:4]([CH3:9])[C:5]([OH:8])=[CH:6][CH:7]=1.[C:10]([OH:18])(=[O:17])[C:11]([CH2:13][C:14](O)=[O:15])=[CH2:12], predict the reaction product. The product is: [OH:8][C:5]1[CH:6]=[CH:7][C:2]([N:1]2[C:14](=[O:15])[CH2:13][CH:11]([C:10]([OH:18])=[O:17])[CH2:12]2)=[CH:3][C:4]=1[CH3:9].